This data is from Reaction yield outcomes from USPTO patents with 853,638 reactions. The task is: Predict the reaction yield, written as a fraction of the theoretical maximum amount of product (1.0 means a 100% yield; for example, 0.34 means a 34% yield). The reactants are [N:1]1[CH:6]=[CH:5][N:4]=[C:3]2[NH:7][CH:8]=[CH:9][C:2]=12.O=[C:11]1[CH2:16][CH2:15][N:14]([C:17]([O:19][C:20]([CH3:23])([CH3:22])[CH3:21])=[O:18])[CH2:13][CH2:12]1.[OH-].[K+].CCOC(C)=O. The catalyst is CO. The product is [N:1]1[CH:6]=[CH:5][N:4]=[C:3]2[NH:7][CH:8]=[C:9]([C:11]3[CH2:16][CH2:15][N:14]([C:17]([O:19][C:20]([CH3:23])([CH3:22])[CH3:21])=[O:18])[CH2:13][CH:12]=3)[C:2]=12. The yield is 0.740.